This data is from Reaction yield outcomes from USPTO patents with 853,638 reactions. The task is: Predict the reaction yield, written as a fraction of the theoretical maximum amount of product (1.0 means a 100% yield; for example, 0.34 means a 34% yield). (1) The reactants are [C:1]([CH:5]1[CH2:13][C:12]2[C:7](=[CH:8][CH:9]=[C:10]([NH:14][C:15]([C:17]3([C:20]4[CH:30]=[CH:29][C:23]5[O:24][C:25]([F:28])([F:27])[O:26][C:22]=5[CH:21]=4)[CH2:19][CH2:18]3)=[O:16])[CH:11]=2)[N:6]1[CH2:31][CH2:32]C#N)([CH3:4])([CH3:3])[CH3:2].[Cl:35]CC=O.[BH-](OC(C)=O)(OC(C)=O)OC(C)=O.[Na+]. The catalyst is ClCCl. The product is [C:1]([CH:5]1[CH2:13][C:12]2[C:7](=[CH:8][CH:9]=[C:10]([NH:14][C:15]([C:17]3([C:20]4[CH:30]=[CH:29][C:23]5[O:24][C:25]([F:28])([F:27])[O:26][C:22]=5[CH:21]=4)[CH2:19][CH2:18]3)=[O:16])[CH:11]=2)[N:6]1[CH2:31][CH2:32][Cl:35])([CH3:4])([CH3:3])[CH3:2]. The yield is 0.630. (2) The reactants are Cl.[CH2:2]([O:4][P:5]([C:10]([C:13]1[CH:18]=[CH:17][C:16]([CH2:19][NH:20][CH2:21][C:22]2[CH:27]=[CH:26][C:25]([C:28]([P:31]([O:36][CH2:37][CH3:38])([O:33][CH2:34][CH3:35])=[O:32])([F:30])[F:29])=[CH:24][CH:23]=2)=[CH:15][CH:14]=1)([F:12])[F:11])(=[O:9])[O:6][CH2:7][CH3:8])[CH3:3].CI.[C:41]([O-])([O-])=O.[K+].[K+]. The catalyst is CC(C)=O. The product is [CH2:37]([O:36][P:31]([C:28]([C:25]1[CH:26]=[CH:27][C:22]([CH2:21][N:20]([CH2:19][C:16]2[CH:15]=[CH:14][C:13]([C:10]([P:5]([O:6][CH2:7][CH3:8])([O:4][CH2:2][CH3:3])=[O:9])([F:11])[F:12])=[CH:18][CH:17]=2)[CH3:41])=[CH:23][CH:24]=1)([F:30])[F:29])(=[O:32])[O:33][CH2:34][CH3:35])[CH3:38]. The yield is 0.300. (3) No catalyst specified. The product is [C:1]([C:5]1[N:13]=[C:12]2[C:8]([N:9]=[CH:10][N:11]2[CH2:16][C:17]2[N:21]([CH:22]3[CH2:24][CH2:23]3)[N:20]=[N:19][N:18]=2)=[C:7]([Cl:14])[N:6]=1)([CH3:4])([CH3:2])[CH3:3]. The reactants are [C:1]([C:5]1[N:13]=[C:12]2[C:8]([N:9]=[CH:10][NH:11]2)=[C:7]([Cl:14])[N:6]=1)([CH3:4])([CH3:3])[CH3:2].Cl[CH2:16][C:17]1[N:21]([CH:22]2[CH2:24][CH2:23]2)[N:20]=[N:19][N:18]=1. The yield is 0.550. (4) The reactants are [CH:1]1([C:4]2[N:9]=[C:8]([C:10]3[CH:11]=[C:12]4[C:16](=[CH:17][CH:18]=3)[NH:15][N:14]=[C:13]4[I:19])[CH:7]=[N:6][CH:5]=2)[CH2:3][CH2:2]1.[O:20]1[CH:25]=[CH:24][CH2:23][CH2:22][CH2:21]1.O.C1(C)C=CC(S(O)(=O)=O)=CC=1. The catalyst is C1COCC1. The product is [CH:1]1([C:4]2[N:9]=[C:8]([C:10]3[CH:11]=[C:12]4[C:16](=[CH:17][CH:18]=3)[N:15]([CH:21]3[CH2:22][CH2:23][CH2:24][CH2:25][O:20]3)[N:14]=[C:13]4[I:19])[CH:7]=[N:6][CH:5]=2)[CH2:3][CH2:2]1. The yield is 0.590. (5) The product is [CH3:43][N:38]1[C:39]2[C@@:34]([CH3:45])([C@H:33]3[CH2:32][CH2:31][C@@:30]4([CH3:46])[C@@H:29]([CH2:28][CH:27]=[C:26]4[C:6]4[CH:11]=[CH:10][CH:9]=[CH:8][N:7]=4)[C@@H:42]3[CH2:41][CH:40]=2)[CH2:35][CH2:36][C:37]1=[O:44]. The yield is 0.0900. The catalyst is CN(C=O)C.C1C=CC([P]([Pd]([P](C2C=CC=CC=2)(C2C=CC=CC=2)C2C=CC=CC=2)([P](C2C=CC=CC=2)(C2C=CC=CC=2)C2C=CC=CC=2)[P](C2C=CC=CC=2)(C2C=CC=CC=2)C2C=CC=CC=2)(C2C=CC=CC=2)C2C=CC=CC=2)=CC=1. The reactants are C([Sn](CCCC)(CCCC)[C:6]1[CH:11]=[CH:10][CH:9]=[CH:8][N:7]=1)CCC.FC(F)(F)S(O[C:26]1[C@@:30]2([CH3:46])[CH2:31][CH2:32][C@H:33]3[C@H:42]([C@@H:29]2[CH2:28][CH:27]=1)[CH2:41][CH:40]=[C:39]1[C@:34]3([CH3:45])[CH2:35][CH2:36][C:37](=[O:44])[N:38]1[CH3:43])(=O)=O. (6) The reactants are [CH2:1]([C:18]([N+:31]([O-:33])=[O:32])([CH2:25][CH2:26][C:27]([O:29]C)=[O:28])[CH2:19][CH2:20][C:21]([O:23]C)=[O:22])[CH2:2][CH2:3][CH2:4][CH2:5][CH2:6][CH2:7][CH2:8][CH2:9][CH2:10][CH2:11][CH2:12][CH2:13][CH2:14][CH2:15][CH2:16][CH3:17].[Li+].[OH-].Cl. The catalyst is COCCOC. The product is [CH2:1]([C:18]([N+:31]([O-:33])=[O:32])([CH2:19][CH2:20][C:21]([OH:23])=[O:22])[CH2:25][CH2:26][C:27]([OH:29])=[O:28])[CH2:2][CH2:3][CH2:4][CH2:5][CH2:6][CH2:7][CH2:8][CH2:9][CH2:10][CH2:11][CH2:12][CH2:13][CH2:14][CH2:15][CH2:16][CH3:17]. The yield is 0.900. (7) The reactants are [CH3:1][C:2]1([C:5]([N:7]2[CH2:12][CH2:11][CH:10]([C:13]([OH:15])=O)[CH2:9][CH2:8]2)=[O:6])[CH2:4][CH2:3]1.F[P-](F)(F)(F)(F)F.N1(OC(N(C)C)=[N+](C)C)C2N=CC=CC=2N=N1.C(N(CC)C(C)C)(C)C.[C:49]([O:53][C:54](=[O:69])[NH:55][CH:56]1[CH:60]([C:61]2[CH:66]=[CH:65][C:64]([Cl:67])=[C:63]([Cl:68])[CH:62]=2)[CH2:59][NH:58][CH2:57]1)([CH3:52])([CH3:51])[CH3:50]. The catalyst is CN(C=O)C.C(OCC)(=O)C. The product is [C:49]([O:53][C:54](=[O:69])[NH:55][CH:56]1[CH:60]([C:61]2[CH:66]=[CH:65][C:64]([Cl:67])=[C:63]([Cl:68])[CH:62]=2)[CH2:59][N:58]([C:13]([CH:10]2[CH2:9][CH2:8][N:7]([C:5]([C:2]3([CH3:1])[CH2:3][CH2:4]3)=[O:6])[CH2:12][CH2:11]2)=[O:15])[CH2:57]1)([CH3:52])([CH3:50])[CH3:51]. The yield is 0.870.